Task: Binary Classification. Given a miRNA mature sequence and a target amino acid sequence, predict their likelihood of interaction.. Dataset: Experimentally validated miRNA-target interactions with 360,000+ pairs, plus equal number of negative samples (1) The miRNA is hsa-miR-6833-5p with sequence GUGUGGAAGAUGGGAGGAGAAA. The protein sequence of the target gene is MALLIHLKTVSELRGRGDRIAKVTFRGQSFYSRVLENCEDVADFDETFRWPVASSIDRNEMLEIQVFNYSKVFSNKLIGTFRMVLQKVVEESHVEVTDTLIDDNNAIIKTSLCVEVRYQATDGTVGSWDDGDFLGDESLQEEEKDSQETDGLLPGSRPSSRPPGEKSFRRAGRSVFSAMKLGKNRSHKEEPQRPDEPAVLEMEDLDHLAIRLGDGLDPDSVSLASVTALTTNVSNKRSKPDIKMEPSAGRPMDYQVSITVIEARQLVGLNMDPVVCVEVGDDKKYTSMKESTNCPYYNEY.... Result: 0 (no interaction). (2) The miRNA is hsa-miR-4758-3p with sequence UGCCCCACCUGCUGACCACCCUC. The protein sequence of the target gene is MTAAPASPQQMRDRLLQAIDSQSNIRNMVAVLEVISSLERYPITKEALEETRLGKLINDVRKKTKNEELAKRAKRLLRSWQKLIEPVHQNEVALRALAGAAGSANGGAHNCRPEMGVAGAPKSIHDLKNRNDIQRLPGQRLDRLGSRKRRGDQRDLGHPGPPHKVSKGSPDPLVPNASPLPTNGISGSPESLPSPLDGSGHLGPDGSRLEPSDNEKHSTKIPVNAVRPRPSSPGLGKPPVPCLQTKAAQLQQLDRADESPGPPYPRGSSRCSFSPRNSRHEGSFSRHRSSYIPKGQVSSP.... Result: 0 (no interaction). (3) The miRNA is hsa-miR-4999-5p with sequence UGCUGUAUUGUCAGGUAGUGA. The protein sequence of the target gene is MTEGTCLRRRGGPYKTEPATDLTRWRLQNELGRQRWTYYQAEDDPGREQTGLEAHSLGLDTRSYFTDLPKAQTAHEGALNGVTFYAKLQAEDGHWAGDYGGPLFLLPGLLITCHISHISLPAGYREEMVRYLRSVQLPDGGWGLHIEDKSTVFGTALNYVALRILGIGPDDPDLVRARNVLHKKGGAVAIPSWGKFWLAVLNVYSWEGLNTLFPEMWLFPEWVPAHPSTLWCHCRQVYLPMSYCYATRLSASEDPLVQSLRQELYVQDYASIDWPAQRNNVSPDEMYTPHSWLLHVVYGL.... Result: 0 (no interaction). (4) Result: 0 (no interaction). The miRNA is hsa-miR-1197 with sequence UAGGACACAUGGUCUACUUCU. The protein sequence of the target gene is MVGPTRSKLREGSSDRPQSSCTGQARRRWSAATMEPQQERSAPQERTKWSLLQHFLLGGRKLPSGARNYAARRIQSLNAQNYFQLEEVAKLLLLNRFQFLFTLLDHFREKVQALQMHRFSHRTLFGLAIFVGILHWLHLITLFENDHHFSHLSSLEREMTFRTEMGLYYSYFKTIIEAPSFLEGLWMIMNDRLTEYPLVINTVKRFHLYPEVVIAYWYRTIIGIMNLFGIETKTCWNVTRMEPLNEVQSCEGLGDPACFYIGVIFILNGLMMGLFFIYSTYLSGSQLGGLITVACYFFNH.... (5) The miRNA is hsa-miR-1288-3p with sequence UGGACUGCCCUGAUCUGGAGA. The protein sequence of the target gene is MPWDTRPGRSANGGPEGPGAARLRVQKQCRKSSFAFYLAVRDQLPVWLLEDIRASEAFHCDERGRAAAYSPSEALLYALVHDHQAYAHYLLATFPRCALAPPSAGFRCCTAPGPHVALAVRYNRVGILRRILRTVQDFPVEERVRLLDRRGCSRVEGGGTSLHVACELARPECLFLLLGHGASPGLRDGSGFTPLELLLRQLNQDASSAPTKAEAASATVNAATANTTSSEEVCQRRLLLLDLLVLYTPGGVVGPARCELLGDQLRWQRLLGEDKFQWLAGLAPPSLFVRAMQVLVTTIS.... Result: 0 (no interaction). (6) The miRNA is gga-miR-124a-3p with sequence UUAAGGCACGCGGUGAAUGCCA. The protein sequence of the target gene is MHPSTPISSLFSFTSPAVKRLLGWKQGDEEEKWAEKAVDSLVKKLKKKKGAMDELERALSCPGQPSKCVTIPRSLDGRLQVSHRKGLPHVIYCRVWRWPDLQSHHELKPLECCEFPFGSKQKEVCINPYHYRRVETPVLPPVLVPRHSEYNPQLSLLAKFRSASLHSEPLMPHNATYPDSFQQSLCPAPPSSPGHVFPQSPCPTSYPHSPGSPSESDSPYQHSDFRPVCYEEPQHWCSVAYYELNNRVGETFQASSRSVLIDGFTDPSNNRNRFCLGLLSNVNRNSTIENTRRHIGKGVH.... Result: 0 (no interaction). (7) The miRNA is hsa-miR-548w with sequence AAAAGUAACUGCGGUUUUUGCCU. The protein sequence of the target gene is MQGSTRRMGVMTDVHRRFLQLLMTHGVLEEWDVKRLQTHCYKVHDRNATVDKLEDFINNINSVLESLYIEIKRGVTEDDGRPIYALVNLATTSISKMATDFAENELDLFRKALELIIDSETGFASSTNILNLVDQLKGKKMRKKEAEQVLQKFVQNKWLIEKEGEFTLHGRAILEMEQYIRETYPDAVKICNICHSLLIQGQSCETCGIRMHLPCVAKYFQSNAEPRCPHCNDYWPHEIPKVFDPEKERESGVLKSNKKSLRSRQH. Result: 0 (no interaction).